From a dataset of Full USPTO retrosynthesis dataset with 1.9M reactions from patents (1976-2016). Predict the reactants needed to synthesize the given product. (1) Given the product [Cl:11][CH2:12][CH2:13][CH2:14][N:7]1[C:6]2[CH:10]=[C:2]([F:1])[CH:3]=[CH:4][C:5]=2[N:9]=[N:8]1, predict the reactants needed to synthesize it. The reactants are: [F:1][C:2]1[CH:3]=[CH:4][C:5]2[N:9]=[N:8][NH:7][C:6]=2[CH:10]=1.[Cl:11][CH2:12][CH2:13][CH2:14]Br. (2) Given the product [Cl:1][C:2]1[CH:3]=[C:4]([F:30])[C:5]([C:24]2[N:25]=[N:26][N:27]([CH3:29])[N:28]=2)=[C:6]([C:8]2[CH:9]=[N:10][C:11]3[CH:12]([NH:17][C:18]([C:20]4([NH:23][C:37]([C:35]5[O:34][N:33]=[C:32]([CH3:31])[CH:36]=5)=[O:38])[CH2:22][CH2:21]4)=[O:19])[CH2:13][CH2:14][C:15]=3[CH:16]=2)[CH:7]=1, predict the reactants needed to synthesize it. The reactants are: [Cl:1][C:2]1[CH:3]=[C:4]([F:30])[C:5]([C:24]2[N:25]=[N:26][N:27]([CH3:29])[N:28]=2)=[C:6]([C:8]2[CH:9]=[N:10][C:11]3[CH:12]([NH:17][C:18]([C:20]4([NH2:23])[CH2:22][CH2:21]4)=[O:19])[CH2:13][CH2:14][C:15]=3[CH:16]=2)[CH:7]=1.[CH3:31][C:32]1[CH:36]=[C:35]([C:37](O)=[O:38])[O:34][N:33]=1. (3) Given the product [CH2:16]([N:18]1[C:22]([NH:23][C:24](=[O:41])[C:25]2[CH:30]=[CH:29][C:28]([CH3:31])=[C:27]([C:2]3[CH:3]=[C:4]4[C:9](=[CH:10][CH:11]=3)[C:8]([NH:12][CH:13]([CH3:15])[CH3:14])=[N:7][N:6]=[CH:5]4)[CH:26]=2)=[CH:21][CH:20]=[N:19]1)[CH3:17], predict the reactants needed to synthesize it. The reactants are: Br[C:2]1[CH:3]=[C:4]2[C:9](=[CH:10][CH:11]=1)[C:8]([NH:12][CH:13]([CH3:15])[CH3:14])=[N:7][N:6]=[CH:5]2.[CH2:16]([N:18]1[C:22]([NH:23][C:24](=[O:41])[C:25]2[CH:30]=[CH:29][C:28]([CH3:31])=[C:27](B3OC(C)(C)C(C)(C)O3)[CH:26]=2)=[CH:21][CH:20]=[N:19]1)[CH3:17].